This data is from TCR-epitope binding with 47,182 pairs between 192 epitopes and 23,139 TCRs. The task is: Binary Classification. Given a T-cell receptor sequence (or CDR3 region) and an epitope sequence, predict whether binding occurs between them. The epitope is IQYIDIGNY. The TCR CDR3 sequence is CASSLDPAGQGYEQYF. Result: 0 (the TCR does not bind to the epitope).